From a dataset of Full USPTO retrosynthesis dataset with 1.9M reactions from patents (1976-2016). Predict the reactants needed to synthesize the given product. Given the product [CH:32]1([CH2:31][O:30][C:22]2[CH:23]=[CH:24][C:25]([CH:27]([F:29])[F:28])=[CH:26][C:21]=2[C:20]2[C:15]3[NH:14][C:13]([CH3:35])=[C:12]([C:10]([NH:9][C@H:6]4[CH2:7][CH2:8][C@H:3]([NH:2][C:37](=[O:40])[CH2:38][CH3:39])[C@@H:4]([F:36])[CH2:5]4)=[O:11])[C:16]=3[N:17]=[CH:18][N:19]=2)[CH2:33][CH2:34]1, predict the reactants needed to synthesize it. The reactants are: Cl.[NH2:2][C@H:3]1[CH2:8][CH2:7][C@H:6]([NH:9][C:10]([C:12]2[C:16]3[N:17]=[CH:18][N:19]=[C:20]([C:21]4[CH:26]=[C:25]([CH:27]([F:29])[F:28])[CH:24]=[CH:23][C:22]=4[O:30][CH2:31][CH:32]4[CH2:34][CH2:33]4)[C:15]=3[NH:14][C:13]=2[CH3:35])=[O:11])[CH2:5][C@@H:4]1[F:36].[C:37](Cl)(=[O:40])[CH2:38][CH3:39].